Dataset: Full USPTO retrosynthesis dataset with 1.9M reactions from patents (1976-2016). Task: Predict the reactants needed to synthesize the given product. (1) The reactants are: [C:1]([C:4]1[CH:5]=[C:6]([NH:10]/[C:11](=[C:18]2\[C:19](=[O:27])[NH:20][C:21]3[C:26]\2=[CH:25][CH:24]=[CH:23][CH:22]=3)/[C:12]2[CH:17]=[CH:16][CH:15]=[CH:14][CH:13]=2)[CH:7]=[CH:8][CH:9]=1)([OH:3])=O.Cl.CN.[CH3:31][N:32](C(ON1N=NC2C=CC=CC1=2)=[N+](C)C)C.[B-](F)(F)(F)F.C1C=CC2N(O)N=NC=2C=1. Given the product [CH3:31][NH:32][C:1]([C:4]1[CH:5]=[C:6]([NH:10]/[C:11](=[C:18]2\[C:19](=[O:27])[NH:20][C:21]3[C:26]\2=[CH:25][CH:24]=[CH:23][CH:22]=3)/[C:12]2[CH:17]=[CH:16][CH:15]=[CH:14][CH:13]=2)[CH:7]=[CH:8][CH:9]=1)=[O:3], predict the reactants needed to synthesize it. (2) Given the product [O:1]([C:8]1[CH:29]=[CH:28][C:11]([O:12][C:13]2[C:14]3[N:21]([CH2:22][CH:23]4[CH2:27][CH2:26][N:25]([C:35]#[N:36])[CH2:24]4)[CH:20]=[CH:19][C:15]=3[N:16]=[CH:17][N:18]=2)=[CH:10][CH:9]=1)[C:2]1[CH:7]=[CH:6][CH:5]=[CH:4][CH:3]=1, predict the reactants needed to synthesize it. The reactants are: [O:1]([C:8]1[CH:29]=[CH:28][C:11]([O:12][C:13]2[C:14]3[N:21]([CH2:22][CH:23]4[CH2:27][CH2:26][NH:25][CH2:24]4)[CH:20]=[CH:19][C:15]=3[N:16]=[CH:17][N:18]=2)=[CH:10][CH:9]=1)[C:2]1[CH:7]=[CH:6][CH:5]=[CH:4][CH:3]=1.C(=O)(O)[O-].[Na+].[C:35](Br)#[N:36]. (3) The reactants are: [F:1][C:2]1[CH:3]=[C:4]([C:9](=[O:20])[CH:10]=[C:11]2[NH:15][C:14]3[CH:16]=[CH:17][CH:18]=[CH:19][C:13]=3[NH:12]2)[CH:5]=[C:6]([F:8])[CH:7]=1.[Cl:21][S:22]([C:25]1[CH:26]=[C:27]([CH:31]=[CH:32][CH:33]=1)[C:28](Cl)=[O:29])(=[O:24])=[O:23]. Given the product [F:1][C:2]1[CH:3]=[C:4]([C:9](=[O:20])[C:10](=[C:11]2[NH:12][C:13]3[CH:19]=[CH:18][CH:17]=[CH:16][C:14]=3[NH:15]2)[C:28]([C:27]2[CH:26]=[C:25]([S:22]([Cl:21])(=[O:24])=[O:23])[CH:33]=[CH:32][CH:31]=2)=[O:29])[CH:5]=[C:6]([F:8])[CH:7]=1, predict the reactants needed to synthesize it. (4) The reactants are: [CH3:1][O:2][C:3]1[CH:21]=[C:20]2[C:6]([C:7](=[O:23])[C:8](=[O:22])[C:9]3[S:19][CH2:18][C:12]4([CH2:17][CH2:16][NH:15][CH2:14][CH2:13]4)[O:11][C:10]=32)=[CH:5][CH:4]=1.[CH2:24]([C@H:31]1[CH2:33][O:32]1)[C:25]1[CH:30]=[CH:29][CH:28]=[CH:27][CH:26]=1. Given the product [OH:32][C@@H:31]([CH2:24][C:25]1[CH:30]=[CH:29][CH:28]=[CH:27][CH:26]=1)[CH2:33][N:15]1[CH2:16][CH2:17][C:12]2([O:11][C:10]3[C:20]4[C:6]([C:7](=[O:23])[C:8](=[O:22])[C:9]=3[S:19][CH2:18]2)=[CH:5][CH:4]=[C:3]([O:2][CH3:1])[CH:21]=4)[CH2:13][CH2:14]1, predict the reactants needed to synthesize it. (5) Given the product [CH:1]1([CH2:4][O:5][C:6]2[CH:11]=[CH:10][C:9]([C:12]3[O:13][C:14]4[CH2:24][CH:19]([OH:20])[CH2:18][CH2:17][C:15]=4[N:16]=3)=[CH:8][C:7]=2[F:25])[CH2:2][CH2:3]1, predict the reactants needed to synthesize it. The reactants are: [CH:1]1([CH2:4][O:5][C:6]2[CH:11]=[CH:10][C:9]([C:12]3[O:13][C:14]4[CH2:24][C:19]5(OCC[O:20]5)[CH2:18][CH2:17][C:15]=4[N:16]=3)=[CH:8][C:7]=2[F:25])[CH2:3][CH2:2]1.C1COCC1.Cl.C(=O)([O-])O.[Na+]. (6) Given the product [F:24][CH:25]1[CH2:28][N:27]([C:20]([CH:17]2[CH2:18][CH2:19][N:14]([C:13]3[C:8]([C:5]4[CH:6]=[CH:7][C:2]([F:1])=[CH:3][CH:4]=4)=[N:9][CH:10]=[N:11][CH:12]=3)[CH2:15][CH2:16]2)=[O:21])[CH2:26]1, predict the reactants needed to synthesize it. The reactants are: [F:1][C:2]1[CH:7]=[CH:6][C:5]([C:8]2[C:13]([N:14]3[CH2:19][CH2:18][CH:17]([C:20](O)=[O:21])[CH2:16][CH2:15]3)=[CH:12][N:11]=[CH:10][N:9]=2)=[CH:4][CH:3]=1.Cl.[F:24][CH:25]1[CH2:28][NH:27][CH2:26]1.CN(C(ON1N=NC2C=CC=NC1=2)=[N+](C)C)C.F[P-](F)(F)(F)(F)F.CCN(C(C)C)C(C)C. (7) The reactants are: [C:1]([O:5][C:6]([N:8]1[CH2:12][C@@H:11]([CH2:13][N:14]([CH:31]([CH3:33])[CH3:32])[C:15](=[O:30])[C:16]2[CH:21]=[CH:20][C:19]([O:22][CH3:23])=[C:18]([O:24][CH2:25][CH2:26][CH2:27][O:28][CH3:29])[CH:17]=2)[C@H:10]([NH2:34])[CH2:9]1)=[O:7])([CH3:4])([CH3:3])[CH3:2].[C:35](Cl)(=[O:42])[C:36]1[CH:41]=[CH:40][CH:39]=[CH:38][CH:37]=1.C(N(CC)CC)C.C([O-])(O)=O.[Na+]. Given the product [C:1]([O:5][C:6]([N:8]1[CH2:12][C@H:11]([CH2:13][N:14]([CH:31]([CH3:32])[CH3:33])[C:15](=[O:30])[C:16]2[CH:21]=[CH:20][C:19]([O:22][CH3:23])=[C:18]([O:24][CH2:25][CH2:26][CH2:27][O:28][CH3:29])[CH:17]=2)[C@@H:10]([NH:34][C:35](=[O:42])[C:36]2[CH:41]=[CH:40][CH:39]=[CH:38][CH:37]=2)[CH2:9]1)=[O:7])([CH3:3])([CH3:4])[CH3:2], predict the reactants needed to synthesize it.